Predict the reaction yield, written as a fraction of the theoretical maximum amount of product (1.0 means a 100% yield; for example, 0.34 means a 34% yield). From a dataset of Reaction yield outcomes from USPTO patents with 853,638 reactions. The reactants are [O:1]=[C:2]1[C:7]([CH3:9])([CH3:8])[CH2:6][CH:5]([NH2:10])[CH2:4][C:3]1([CH3:12])[CH3:11].[C:13]12([N:23]=[C:24]=[O:25])[CH2:22][CH:17]3[CH2:18][CH:19]([CH2:21][CH:15]([CH2:16]3)[CH2:14]1)[CH2:20]2.O. The catalyst is C(Cl)(Cl)Cl. The product is [C:13]12([NH:23][C:24]([NH:10][CH:5]3[CH2:6][C:7]([CH3:8])([CH3:9])[C:2](=[O:1])[C:3]([CH3:12])([CH3:11])[CH2:4]3)=[O:25])[CH2:22][CH:17]3[CH2:18][CH:19]([CH2:21][CH:15]([CH2:16]3)[CH2:14]1)[CH2:20]2. The yield is 0.460.